Predict the product of the given reaction. From a dataset of Forward reaction prediction with 1.9M reactions from USPTO patents (1976-2016). Given the reactants [F:1][C:2]1[CH:10]=[C:9]2[C:5]([C:6]([CH3:21])([CH3:20])[N:7]([C:12]3[CH:13]=[N:14][CH:15]=[C:16]([CH2:18]O)[CH:17]=3)[C:8]2=[O:11])=[CH:4][CH:3]=1.S(Cl)([Cl:24])=O, predict the reaction product. The product is: [Cl:24][CH2:18][C:16]1[CH:17]=[C:12]([N:7]2[C:6]([CH3:21])([CH3:20])[C:5]3[C:9](=[CH:10][C:2]([F:1])=[CH:3][CH:4]=3)[C:8]2=[O:11])[CH:13]=[N:14][CH:15]=1.